From a dataset of Full USPTO retrosynthesis dataset with 1.9M reactions from patents (1976-2016). Predict the reactants needed to synthesize the given product. (1) The reactants are: [Li][CH2:2][CH2:3][CH2:4][CH3:5].Br[C:7]1[CH:12]=[CH:11][C:10]2C3C([C:19]4([CH:27]=[C:26]5[C:21]([CH:22]=[CH:23][CH:24]=[CH:25]5)=[CH:20]4)[C:9]=2[CH:8]=1)=CC=CC=3.[B:28]([O:37]C(C)C)([O:33]C(C)C)OC(C)C.Cl.[CH2:42]1COC[CH2:43]1. Given the product [CH:27]1[C:19]2([C:2]3[CH:43]=[C:42]([B:28]([OH:33])[OH:37])[CH:5]=[CH:4][C:3]=3[C:10]3[C:9]2=[CH:8][CH:7]=[CH:12][CH:11]=3)[CH:20]=[C:21]2[C:26]=1[CH:25]=[CH:24][CH:23]=[CH:22]2, predict the reactants needed to synthesize it. (2) Given the product [O:4]1[C:5]2([CH2:6][CH2:7][N:8]([C:11]3[N:16]=[CH:15][C:14]([NH:17][C:33]([C:26]4[O:25][C:24]([C:18]5[CH:23]=[CH:22][CH:21]=[CH:20][CH:19]=5)=[N:28][C:27]=4[C:29]([F:32])([F:30])[F:31])=[O:34])=[CH:13][CH:12]=3)[CH2:9][CH2:10]2)[O:1][CH2:2][CH2:3]1, predict the reactants needed to synthesize it. The reactants are: [O:1]1[C:5]2([CH2:10][CH2:9][N:8]([C:11]3[N:16]=[CH:15][C:14]([NH2:17])=[CH:13][CH:12]=3)[CH2:7][CH2:6]2)[O:4][CH2:3][CH2:2]1.[C:18]1([C:24]2[O:25][C:26]([C:33](O)=[O:34])=[C:27]([C:29]([F:32])([F:31])[F:30])[N:28]=2)[CH:23]=[CH:22][CH:21]=[CH:20][CH:19]=1. (3) Given the product [CH:21]1([N:7]([CH:1]2[CH2:6][CH2:5][CH2:4][CH2:3][CH2:2]2)[C:8]2[CH:9]=[CH:10][C:11]([N:14]([CH:15]3[CH2:20][CH2:19][CH2:18][CH2:17][CH2:16]3)[C:29](=[O:35])[CH2:28][CH2:27][O:31][CH3:32])=[CH:12][CH:13]=2)[CH2:26][CH2:25][CH2:24][CH2:23][CH2:22]1, predict the reactants needed to synthesize it. The reactants are: [CH:1]1([N:7]([CH:21]2[CH2:26][CH2:25][CH2:24][CH2:23][CH2:22]2)[C:8]2[CH:13]=[CH:12][C:11]([NH:14][CH:15]3[CH2:20][CH2:19][CH2:18][CH2:17][CH2:16]3)=[CH:10][CH:9]=2)[CH2:6][CH2:5][CH2:4][CH2:3][CH2:2]1.[C:27]([O:31][CH3:32])(=O)[CH:28]=[CH2:29].C(O)(=[O:35])C. (4) Given the product [C:1]([C:9]1[C:10](=[O:11])[O:12][C:13]2[C:29]([CH:30]=1)=[CH:28][CH:27]=[C:26]([N:23]([CH2:24][CH3:25])[CH2:21][CH3:22])[CH:14]=2)(=[O:8])[C:2]1[CH:7]=[CH:6][CH:5]=[CH:4][CH:3]=1, predict the reactants needed to synthesize it. The reactants are: [C:1]([CH2:9][C:10]([O:12][CH2:13][CH3:14])=[O:11])(=[O:8])[C:2]1[CH:7]=[CH:6][CH:5]=[CH:4][CH:3]=1.N1CCCCC1.[CH2:21]([N:23]([C:26]1C=C[C:29]([CH:30]=O)=[C:28](O)[CH:27]=1)[CH2:24][CH3:25])[CH3:22].